The task is: Predict the product of the given reaction.. This data is from Forward reaction prediction with 1.9M reactions from USPTO patents (1976-2016). (1) Given the reactants [ClH:1].C(OC([NH:9][C@H:10]1[C@@H:14]([CH2:15][F:16])[CH2:13][NH:12][CH2:11]1)=O)(C)(C)C, predict the reaction product. The product is: [ClH:1].[ClH:1].[NH2:9][C@H:10]1[C@@H:14]([CH2:15][F:16])[CH2:13][NH:12][CH2:11]1. (2) The product is: [Br:13][CH:1]([C:3]1[N:8]=[C:7]([C:9]([O:11][CH3:12])=[O:10])[CH:6]=[CH:5][CH:4]=1)[CH3:2]. Given the reactants [CH2:1]([C:3]1[N:8]=[C:7]([C:9]([O:11][CH3:12])=[O:10])[CH:6]=[CH:5][CH:4]=1)[CH3:2].[Br:13]N1C(=O)CCC1=O, predict the reaction product. (3) Given the reactants [C:1]([O:12][CH3:13])(=[O:11])[CH2:2][CH2:3][CH2:4][CH2:5][CH2:6][CH2:7][CH2:8][CH:9]=[CH2:10].[CH3:14][C:15]([CH3:19])([CH3:18])[CH:16]=[CH2:17], predict the reaction product. The product is: [C:1]([O:12][CH3:13])(=[O:11])[CH:2]=[CH:3][CH2:4][CH2:5][CH2:6][CH2:7][CH2:8][CH2:9][CH3:10].[CH2:17]=[CH:16][C:15]([CH3:19])([CH3:18])[CH3:14]. (4) Given the reactants [Cl:1][C:2]1[CH:3]=[C:4]([CH2:19]Cl)[C:5]2[O:9][C:8]([C:10]3[CH:15]=[CH:14][C:13]([F:16])=[CH:12][C:11]=3[F:17])=[CH:7][C:6]=2[CH:18]=1.C(=O)([O-])[O-].[K+].[K+].[I-].[Na+].[CH3:29][C:30]1[NH:34][N:33]=[C:32]([C:35]([O:37][CH2:38][CH3:39])=[O:36])[CH:31]=1, predict the reaction product. The product is: [Cl:1][C:2]1[CH:3]=[C:4]([CH2:19][N:34]2[C:30]([CH3:29])=[CH:31][C:32]([C:35]([O:37][CH2:38][CH3:39])=[O:36])=[N:33]2)[C:5]2[O:9][C:8]([C:10]3[CH:15]=[CH:14][C:13]([F:16])=[CH:12][C:11]=3[F:17])=[CH:7][C:6]=2[CH:18]=1. (5) Given the reactants [CH3:1][O:2][C:3]([C@@:5]1([CH2:19][C:20]([CH3:22])=[CH2:21])[CH2:9][C:8](=[O:10])[N:7]([C:11]2[C:16]([CH3:17])=[CH:15][CH:14]=[CH:13][C:12]=2[CH3:18])[CH2:6]1)=[O:4], predict the reaction product. The product is: [CH3:1][O:2][C:3]([C@@:5]1([CH2:19][CH:20]([CH3:22])[CH3:21])[CH2:9][C:8](=[O:10])[N:7]([C:11]2[C:16]([CH3:17])=[CH:15][CH:14]=[CH:13][C:12]=2[CH3:18])[CH2:6]1)=[O:4].